This data is from Experimentally validated miRNA-target interactions with 360,000+ pairs, plus equal number of negative samples. The task is: Binary Classification. Given a miRNA mature sequence and a target amino acid sequence, predict their likelihood of interaction. The miRNA is mmu-miR-466f-3p with sequence CAUACACACACACAUACACAC. The protein sequence of the target gene is MPVSTALHQDGSQERPRSLVSTTSSSGSSRDSHSAMEEPTGSEASAQNGTGSPWDRHVPNSNNNSSGWLNMKGPLSPFNGRAGTSPAYHKLSYLGRVVREIVETERMYVQDLRSIVEDYLLKIIDTPGLLKPEQVSALFGNIESIYALNSQLLRDLDSCNSDPVAVASCFVERSQEFDIYTQYCNNYPNSVAALTECMQDKQQAKFFRDRQELLQHSLPLGSYLLKPVQRVLKYHLLLQEIAKHFDEEEDGFEVVEDAIDTMTCVAWYINDMKRRHEHAVRLQEIQSLLINWKGPDLTTY.... Result: 1 (interaction).